This data is from Reaction yield outcomes from USPTO patents with 853,638 reactions. The task is: Predict the reaction yield, written as a fraction of the theoretical maximum amount of product (1.0 means a 100% yield; for example, 0.34 means a 34% yield). (1) The reactants are C(OC([NH:8][C@@H:9]([CH2:44][CH2:45][CH2:46][CH2:47][NH:48]C(OC(C)(C)C)=O)[C:10]([O:12][C@@H:13]1[CH2:29][C:28]2[C@@:16]([CH3:43])([CH:17]3[CH:25]([CH2:26][CH:27]=2)[CH:24]2[C@@:20]([CH3:42])([C@@H:21]([C:30]4[N:31]=[N:32][N:33]([CH2:35][C:36]5[CH:41]=[CH:40][CH:39]=[CH:38][CH:37]=5)[CH:34]=4)[CH2:22][CH2:23]2)[CH2:19][CH2:18]3)[CH2:15][CH2:14]1)=[O:11])=O)(C)(C)C. The catalyst is Cl.CCOCC. The product is [NH2:8][C@@H:9]([CH2:44][CH2:45][CH2:46][CH2:47][NH2:48])[C:10]([O:12][C@@H:13]1[CH2:29][C:28]2[C@@:16]([CH3:43])([CH:17]3[CH:25]([CH2:26][CH:27]=2)[CH:24]2[C@@:20]([CH3:42])([C@@H:21]([C:30]4[N:31]=[N:32][N:33]([CH2:35][C:36]5[CH:37]=[CH:38][CH:39]=[CH:40][CH:41]=5)[CH:34]=4)[CH2:22][CH2:23]2)[CH2:19][CH2:18]3)[CH2:15][CH2:14]1)=[O:11]. The yield is 0.710. (2) The reactants are [C:1]1([NH:7][N:8]=[CH:9][C:10]2[CH:11]=[CH:12][C:13]3[N:14]([CH2:23][CH3:24])[C:15]4[C:20]([C:21]=3[CH:22]=2)=[CH:19][CH:18]=[CH:17][CH:16]=4)[CH:6]=[CH:5][CH:4]=[CH:3][CH:2]=1.[OH-].[K+].C(=O)([O-])[O-].[K+].[K+].[CH3:33][C:34]([CH3:36])=[O:35]. The catalyst is C(C1OC1)Cl.CCOCC.CCCCCC. The product is [O:35]1[CH2:36][CH:34]1[CH2:33][N:7]([C:1]1[CH:2]=[CH:3][CH:4]=[CH:5][CH:6]=1)[N:8]=[CH:9][C:10]1[CH:11]=[CH:12][C:13]2[N:14]([CH2:23][CH3:24])[C:15]3[C:20]([C:21]=2[CH:22]=1)=[CH:19][CH:18]=[CH:17][CH:16]=3. The yield is 0.812. (3) The reactants are Br[C:2]1[CH:7]=[CH:6][C:5]([CH:8]([N:16]([CH3:33])[C:17](=[O:32])[CH2:18][N:19]2[C:24]3[CH:25]=[C:26]([Cl:30])[C:27]([Cl:29])=[CH:28][C:23]=3[O:22][CH2:21][C:20]2=[O:31])[CH2:9][N:10]2[CH2:15][CH2:14][O:13][CH2:12][CH2:11]2)=[CH:4][CH:3]=1.[CH3:34][C:35]([O:38][C:39]([NH:41][C:42]1[CH:47]=[CH:46][C:45](B(O)O)=[CH:44][CH:43]=1)=[O:40])([CH3:37])[CH3:36].C([O-])([O-])=O.[Na+].[Na+]. The catalyst is CN(C=O)C.C1C=CC(P(C2C=CC=CC=2)[C-]2C=CC=C2)=CC=1.C1C=CC(P(C2C=CC=CC=2)[C-]2C=CC=C2)=CC=1.Cl[Pd]Cl.[Fe+2]. The product is [Cl:30][C:26]1[C:27]([Cl:29])=[CH:28][C:23]2[O:22][CH2:21][C:20](=[O:31])[N:19]([CH2:18][C:17]([N:16]([CH3:33])[CH:8]([C:5]3[CH:6]=[CH:7][C:2]([C:45]4[CH:44]=[CH:43][C:42]([NH:41][C:39](=[O:40])[O:38][C:35]([CH3:36])([CH3:34])[CH3:37])=[CH:47][CH:46]=4)=[CH:3][CH:4]=3)[CH2:9][N:10]3[CH2:15][CH2:14][O:13][CH2:12][CH2:11]3)=[O:32])[C:24]=2[CH:25]=1. The yield is 0.400. (4) The reactants are [C:1](#[N:5])[CH2:2][C:3]#[N:4].[OH:6][CH:7]([CH3:11])[C:8](=O)[CH3:9].C(NCC)C. The catalyst is CO. The product is [NH2:4][C:3]1[O:6][C:7]([CH3:11])=[C:8]([CH3:9])[C:2]=1[C:1]#[N:5]. The yield is 0.750. (5) The reactants are [CH3:1][NH:2][C:3]([C:5]1[C:15]([N+:16]([O-])=O)=[C:8]2[C:9](=[O:14])[N:10]([CH3:13])[CH2:11][CH2:12][N:7]2[N:6]=1)=[O:4]. The catalyst is [Pd].C(O)(=O)C. The product is [NH2:16][C:15]1[C:5]([C:3]([NH:2][CH3:1])=[O:4])=[N:6][N:7]2[CH2:12][CH2:11][N:10]([CH3:13])[C:9](=[O:14])[C:8]=12. The yield is 0.920. (6) The reactants are [Cl:1][C:2]1[CH:18]=[CH:17][C:5]2[CH2:6][CH2:7][N:8]([C:11](=[O:16])[C:12]([F:15])([F:14])[F:13])[CH2:9][CH2:10][C:4]=2[C:3]=1OS(C(F)(F)F)(=O)=O.[CH3:27][CH:28]([CH3:45])[CH2:29][CH2:30][NH:31][C:32]1[S:33][CH:34]=[C:35]([C:37]2[CH:44]=[CH:43][C:40]([CH2:41][NH2:42])=[CH:39][CH:38]=2)[N:36]=1. The catalyst is C1(C)C=CC=CC=1. The product is [Cl:1][C:2]1[CH:18]=[CH:17][C:5]2[CH2:6][CH2:7][N:8]([C:11](=[O:16])[C:12]([F:14])([F:13])[F:15])[CH2:9][CH2:10][C:4]=2[C:3]=1[NH:42][CH2:41][C:40]1[CH:39]=[CH:38][C:37]([C:35]2[N:36]=[C:32]([NH:31][CH2:30][CH2:29][CH:28]([CH3:45])[CH3:27])[S:33][CH:34]=2)=[CH:44][CH:43]=1. The yield is 0.750. (7) The reactants are [C:1]([Si:5]([CH3:14])([CH3:13])[O:6][CH2:7][C:8]([CH3:12])([CH3:11])[CH2:9][OH:10])([CH3:4])([CH3:3])[CH3:2].CC(OI1(OC(C)=O)(OC(C)=O)OC(=O)C2C=CC=CC1=2)=O. The catalyst is C(Cl)Cl. The product is [C:1]([Si:5]([CH3:14])([CH3:13])[O:6][CH2:7][C:8]([CH3:12])([CH3:11])[CH:9]=[O:10])([CH3:4])([CH3:3])[CH3:2]. The yield is 0.540. (8) The reactants are [Cl-].[F:2][C:3]1[CH:28]=[CH:27][C:6]([CH2:7][P+](C2C=CC=CC=2)(C2C=CC=CC=2)C2C=CC=CC=2)=[CH:5][CH:4]=1.[Li]CCCC.[Br:34][C:35]1[S:39][C:38]([CH:40]=O)=[CH:37][CH:36]=1.O. The catalyst is C1COCC1. The product is [F:2][C:3]1[CH:4]=[CH:5][C:6](/[CH:7]=[CH:40]\[C:38]2[S:39][C:35]([Br:34])=[CH:36][CH:37]=2)=[CH:27][CH:28]=1. The yield is 0.130. (9) The reactants are [H-].[Na+].[Br:3][C:4]1[C:12]2[C:7](=[N:8][CH:9]=[C:10]([Cl:13])[CH:11]=2)[NH:6][CH:5]=1.[S:14](Cl)([C:17]1[CH:23]=[CH:22][C:20]([CH3:21])=[CH:19][CH:18]=1)(=[O:16])=[O:15].O. The catalyst is CN(C)C=O. The product is [Br:3][C:4]1[C:12]2[C:7](=[N:8][CH:9]=[C:10]([Cl:13])[CH:11]=2)[N:6]([S:14]([C:17]2[CH:23]=[CH:22][C:20]([CH3:21])=[CH:19][CH:18]=2)(=[O:16])=[O:15])[CH:5]=1. The yield is 0.850. (10) The reactants are [N:1]1[CH:6]=[CH:5][C:4]([NH2:7])=[N:3][CH:2]=1.Br[C:9]1[C:10](=[O:17])[N:11]([CH3:16])[N:12]=[C:13]([Cl:15])[CH:14]=1.C(=O)([O-])[O-].[Cs+].[Cs+].CC1(C)C2C(=C(P(C3C=CC=CC=3)C3C=CC=CC=3)C=CC=2)OC2C(P(C3C=CC=CC=3)C3C=CC=CC=3)=CC=CC1=2. The catalyst is C1C=CC(/C=C/C(/C=C/C2C=CC=CC=2)=O)=CC=1.C1C=CC(/C=C/C(/C=C/C2C=CC=CC=2)=O)=CC=1.C1C=CC(/C=C/C(/C=C/C2C=CC=CC=2)=O)=CC=1.[Pd].[Pd].O1CCOCC1. The product is [Cl:15][C:13]1[CH:14]=[C:9]([NH:7][C:4]2[CH:5]=[CH:6][N:1]=[CH:2][N:3]=2)[C:10](=[O:17])[N:11]([CH3:16])[N:12]=1. The yield is 0.700.